Dataset: Catalyst prediction with 721,799 reactions and 888 catalyst types from USPTO. Task: Predict which catalyst facilitates the given reaction. (1) Reactant: [CH2:1]([N:8]([C:52]([O:54][CH2:55][C:56]1[CH:61]=[CH:60][CH:59]=[CH:58][CH:57]=1)=[O:53])[CH2:9][CH2:10][N:11]1[C:16]2[CH:17]=[C:18]([C:25]([N:27]([CH:41]([CH3:43])[CH3:42])[C@@H:28]3[CH2:33][CH2:32][CH2:31][N:30]([C:34]([O:36][C:37]([CH3:40])([CH3:39])[CH3:38])=[O:35])[CH2:29]3)=[O:26])[C:19]([C:21]([F:24])([F:23])[F:22])=[CH:20][C:15]=2[O:14][C:13]([CH3:50])([CH2:44][O:45]S(C)(=O)=O)[C:12]1=[O:51])[C:2]1[CH:7]=[CH:6][CH:5]=[CH:4][CH:3]=1.[C:62]1(O)[CH:67]=[CH:66][CH:65]=[CH:64][CH:63]=1.C(=O)([O-])[O-].[Cs+].[Cs+].O. Product: [CH2:1]([N:8]([C:52]([O:54][CH2:55][C:56]1[CH:61]=[CH:60][CH:59]=[CH:58][CH:57]=1)=[O:53])[CH2:9][CH2:10][N:11]1[C:16]2[CH:17]=[C:18]([C:25]([N:27]([CH:41]([CH3:43])[CH3:42])[C@@H:28]3[CH2:33][CH2:32][CH2:31][N:30]([C:34]([O:36][C:37]([CH3:40])([CH3:39])[CH3:38])=[O:35])[CH2:29]3)=[O:26])[C:19]([C:21]([F:24])([F:23])[F:22])=[CH:20][C:15]=2[O:14][C:13]([CH3:50])([CH2:44][O:45][C:62]2[CH:67]=[CH:66][CH:65]=[CH:64][CH:63]=2)[C:12]1=[O:51])[C:2]1[CH:7]=[CH:6][CH:5]=[CH:4][CH:3]=1. The catalyst class is: 9. (2) Reactant: [N+:1]([C:4]1[N:5]=[C:6]([S:9][C:10]2[CH:15]=[CH:14][CH:13]=[CH:12][C:11]=2[N+:16]([O-:18])=[O:17])[NH:7][CH:8]=1)([O-:3])=[O:2].[CH3:19]N(C)C=O.C(=O)([O-])[O-].[K+].[K+].[F-].[Cs+].[C:32]([O:35][CH2:36][CH3:37])(=O)C. Product: [CH3:19][C@@:36]1([CH2:37][N:7]2[CH:8]=[C:4]([N+:1]([O-:3])=[O:2])[N:5]=[C:6]2[S:9][C:10]2[CH:15]=[CH:14][CH:13]=[CH:12][C:11]=2[N+:16]([O-:18])=[O:17])[CH2:32][O:35]1. The catalyst class is: 6. (3) Reactant: Br[CH2:2][C:3]1[CH:11]=[CH:10][C:6]([C:7]([OH:9])=[O:8])=[CH:5][CH:4]=1.[NH:12]1[CH2:17][CH2:16][O:15][CH2:14][CH2:13]1. Product: [O:15]1[CH2:16][CH2:17][N:12]([CH2:2][C:3]2[CH:11]=[CH:10][C:6]([C:7]([OH:9])=[O:8])=[CH:5][CH:4]=2)[CH2:13][CH2:14]1. The catalyst class is: 1. (4) Reactant: [CH2:1]([O:8][C:9]1[CH:10]=[C:11]([C:20](=[O:26])[CH:21](OCC)O)[C:12]2[O:17][CH2:16][C:15](=[O:18])[NH:14][C:13]=2[CH:19]=1)[C:2]1[CH:7]=[CH:6][CH:5]=[CH:4][CH:3]=1.[NH2:27][C:28]([CH3:48])([CH3:47])[CH2:29][CH2:30][N:31]1[C:36]2[CH:37]=[C:38]([F:41])[CH:39]=[CH:40][C:35]=2[C:34]([CH2:44][CH3:45])([CH2:42][CH3:43])[O:33][C:32]1=[O:46].C1COCC1.[BH4-].[Li+]. Product: [CH2:1]([O:8][C:9]1[CH:10]=[C:11]([CH:20]([OH:26])[CH2:21][NH:27][C:28]([CH3:48])([CH3:47])[CH2:29][CH2:30][N:31]2[C:36]3[CH:37]=[C:38]([F:41])[CH:39]=[CH:40][C:35]=3[C:34]([CH2:44][CH3:45])([CH2:42][CH3:43])[O:33][C:32]2=[O:46])[C:12]2[O:17][CH2:16][C:15](=[O:18])[NH:14][C:13]=2[CH:19]=1)[C:2]1[CH:3]=[CH:4][CH:5]=[CH:6][CH:7]=1. The catalyst class is: 229. (5) Reactant: C([C@@H:8]1COC(=O)[N:9]1[C:14](=[O:36])[C@H:15]([CH2:19][C:20]1[C:25]([Cl:26])=[CH:24][C:23]([O:27][CH2:28][C:29]2[CH:34]=[CH:33][CH:32]=[CH:31][CH:30]=2)=[CH:22][C:21]=1[Cl:35])[CH2:16]C=O)C1C=CC=CC=1.[NH:37]1[C:45]2[CH:44](N)[CH2:43][CH2:42][CH2:41][C:40]=2[CH:39]=[N:38]1.C(O[BH-](OC(=O)C)OC(=O)C)(=O)C.[Na+]. Product: [CH2:28]([O:27][C:23]1[CH:22]=[C:21]([Cl:35])[C:20]([CH2:19][C@@H:15]2[CH2:16][CH2:8][N:9]([CH:44]3[C:45]4[NH:37][N:38]=[CH:39][C:40]=4[CH2:41][CH2:42][CH2:43]3)[C:14]2=[O:36])=[C:25]([Cl:26])[CH:24]=1)[C:29]1[CH:30]=[CH:31][CH:32]=[CH:33][CH:34]=1. The catalyst class is: 643.